Dataset: Full USPTO retrosynthesis dataset with 1.9M reactions from patents (1976-2016). Task: Predict the reactants needed to synthesize the given product. Given the product [ClH:22].[CH2:29]([O:38][C:10]([N:17]1[CH2:18][CH2:4][CH:3]([CH2:2][NH2:1])[CH2:20][CH2:21]1)=[O:11])[C:23]1[CH:24]=[CH:25][CH:26]=[CH:27][CH:28]=1.[CH:23]1([CH2:29][CH2:30][N:31]([CH2:32][CH2:33][S:34][CH3:35])[C:36]([NH:9][CH2:8][CH2:7][N:1]2[CH2:6][CH2:5][CH2:4][CH2:3][CH2:2]2)=[O:38])[CH2:28][CH2:27][CH2:26][CH2:25][CH2:24]1, predict the reactants needed to synthesize it. The reactants are: [N:1]1([CH2:7][CH2:8][NH2:9])[CH2:6][CH2:5][CH2:4][CH2:3][CH2:2]1.[C:10]([N:17]1[CH:21]=[CH:20]N=[CH:18]1)(N1C=CN=C1)=[O:11].[ClH:22].[CH:23]1([CH2:29][CH2:30][NH:31][CH2:32][CH2:33][S:34][CH3:35])[CH2:28][CH2:27][CH2:26][CH2:25][CH2:24]1.[C:36](OCC)(=[O:38])C.